This data is from Peptide-MHC class I binding affinity with 185,985 pairs from IEDB/IMGT. The task is: Regression. Given a peptide amino acid sequence and an MHC pseudo amino acid sequence, predict their binding affinity value. This is MHC class I binding data. (1) The peptide sequence is NRDVSFQDL. The MHC is HLA-A69:01 with pseudo-sequence HLA-A69:01. The binding affinity (normalized) is 0.0847. (2) The peptide sequence is FPRYPLNVL. The MHC is HLA-A02:03 with pseudo-sequence HLA-A02:03. The binding affinity (normalized) is 0.0847. (3) The peptide sequence is KKNGAIKVLR. The MHC is HLA-A31:01 with pseudo-sequence HLA-A31:01. The binding affinity (normalized) is 0. (4) The peptide sequence is DIDLLFNEK. The MHC is HLA-A33:01 with pseudo-sequence HLA-A33:01. The binding affinity (normalized) is 0.267. (5) The peptide sequence is LLPLTSLVI. The MHC is HLA-A02:03 with pseudo-sequence HLA-A02:03. The binding affinity (normalized) is 0.406. (6) The peptide sequence is QLQCHQIAI. The MHC is HLA-B40:01 with pseudo-sequence HLA-B40:01. The binding affinity (normalized) is 0.0847. (7) The peptide sequence is FLQDESAYV. The MHC is HLA-B15:17 with pseudo-sequence HLA-B15:17. The binding affinity (normalized) is 0.0847.